From a dataset of Peptide-MHC class I binding affinity with 185,985 pairs from IEDB/IMGT. Regression. Given a peptide amino acid sequence and an MHC pseudo amino acid sequence, predict their binding affinity value. This is MHC class I binding data. (1) The peptide sequence is RVNKGTGVK. The MHC is HLA-A02:03 with pseudo-sequence HLA-A02:03. The binding affinity (normalized) is 0.529. (2) The peptide sequence is IAVSVYGAIT. The MHC is HLA-A02:06 with pseudo-sequence HLA-A02:06. The binding affinity (normalized) is 0.115. (3) The peptide sequence is LTNCTTAML. The MHC is Mamu-A01 with pseudo-sequence Mamu-A01. The binding affinity (normalized) is 0.716. (4) The peptide sequence is RDRSELSPLL. The MHC is Patr-B2401 with pseudo-sequence Patr-B2401. The binding affinity (normalized) is 0.0879.